Dataset: Reaction yield outcomes from USPTO patents with 853,638 reactions. Task: Predict the reaction yield, written as a fraction of the theoretical maximum amount of product (1.0 means a 100% yield; for example, 0.34 means a 34% yield). (1) The reactants are Cl.[NH:2]1[CH2:6][CH2:5][CH:4]2[CH2:7][N:8]([CH2:10][C:11]3[CH:26]=[CH:25][C:14]([O:15][C:16]4[S:17][C:18]5[CH:24]=[CH:23][CH:22]=[CH:21][C:19]=5[N:20]=4)=[CH:13][CH:12]=3)[CH2:9][CH:3]12.CCN(CC)CC.[C:34]([NH:41][CH2:42][C:43]([OH:45])=O)(OC(C)(C)C)=[O:35].Cl.CN(C)CCCN=C=NCC.[F:58][C:59]([F:64])([F:63])C(O)=O. The catalyst is C(Cl)Cl.CO.CS(C)=O. The product is [S:17]1[C:18]2[CH:24]=[CH:23][CH:22]=[CH:21][C:19]=2[N:20]=[C:16]1[O:15][C:14]1[CH:25]=[CH:26][C:11]([CH2:10][N:8]2[CH2:7][CH:4]3[CH:3]([N:2]([C:43](=[O:45])[CH2:42][NH:41][C:34](=[O:35])[C:59]([F:64])([F:63])[F:58])[CH2:6][CH2:5]3)[CH2:9]2)=[CH:12][CH:13]=1. The yield is 0.200. (2) The reactants are [H-].[Na+].[Cl:3][C:4]1[CH:9]=[CH:8][C:7]([CH2:10][CH2:11][C:12](=[O:14])[CH3:13])=[CH:6][CH:5]=1.[CH2:15]([O:17][C:18](=[O:24])[C:19](OCC)=[O:20])[CH3:16].CC[O-].[Na+]. The catalyst is CCO. The product is [CH2:15]([O:17][C:18](=[O:24])[C:19](=[O:20])[CH2:13][C:12](=[O:14])[CH2:11][CH2:10][C:7]1[CH:6]=[CH:5][C:4]([Cl:3])=[CH:9][CH:8]=1)[CH3:16]. The yield is 0.468. (3) The reactants are ClCCl.[NH:4]1[C:14]2[C:9](=[CH:10][CH:11]=[CH:12][CH:13]=2)[C:7](=[O:8])[C:5]1=[O:6].[S:15]1[CH:19]=[CH:18][C:17](B(O)O)=[CH:16]1.C(N(CC)CC)C. The catalyst is C(OC(=O)C)(=O)C.C(N(CC)CC)C.O.C([O-])(=O)C.[Cu+2].C([O-])(=O)C.C([O-])(=O)C.[Cu+2].C([O-])(=O)C. The product is [S:15]1[CH:19]=[CH:18][C:17]([N:4]2[C:14]3[C:9](=[CH:10][CH:11]=[CH:12][CH:13]=3)[C:7](=[O:8])[C:5]2=[O:6])=[CH:16]1. The yield is 0.330. (4) The reactants are [CH3:1][O:2][C:3](=[O:17])[C:4]1[CH:9]=[CH:8][C:7]([NH:10][CH2:11][CH2:12][OH:13])=[C:6]([N+:14]([O-])=O)[CH:5]=1. The catalyst is CO.[Pd]. The product is [CH3:1][O:2][C:3](=[O:17])[C:4]1[CH:9]=[CH:8][C:7]([NH:10][CH2:11][CH2:12][OH:13])=[C:6]([NH2:14])[CH:5]=1. The yield is 0.990.